This data is from Peptide-MHC class II binding affinity with 134,281 pairs from IEDB. The task is: Regression. Given a peptide amino acid sequence and an MHC pseudo amino acid sequence, predict their binding affinity value. This is MHC class II binding data. (1) The peptide sequence is ASDVETAEGGEIHEL. The MHC is HLA-DPA10201-DPB10501 with pseudo-sequence HLA-DPA10201-DPB10501. The binding affinity (normalized) is 0.278. (2) The MHC is HLA-DQA10201-DQB10202 with pseudo-sequence HLA-DQA10201-DQB10202. The binding affinity (normalized) is 0.283. The peptide sequence is APTGATTAAAGGYKV. (3) The binding affinity (normalized) is 0.0482. The peptide sequence is IAYLVGSNMTQRVVI. The MHC is H-2-IEd with pseudo-sequence H-2-IEd. (4) The peptide sequence is NVPFIQSRGLFGAIAGFIEGG. The MHC is DRB1_0401 with pseudo-sequence DRB1_0401. The binding affinity (normalized) is 0. (5) The peptide sequence is EAETMTPSGLVIPEN. The MHC is DRB5_0101 with pseudo-sequence DRB5_0101. The binding affinity (normalized) is 0. (6) The peptide sequence is EQCGRQAGGKLCPNN. The MHC is DRB1_0301 with pseudo-sequence DRB1_0301. The binding affinity (normalized) is 0.0160. (7) The peptide sequence is PVVHFFKNIVTPRTPPY. The MHC is DRB1_1001 with pseudo-sequence DRB1_1001. The binding affinity (normalized) is 0.834. (8) The peptide sequence is IKGRDYLSTLLMWHM. The MHC is DRB1_0101 with pseudo-sequence DRB1_0101. The binding affinity (normalized) is 0.618.